From a dataset of Catalyst prediction with 721,799 reactions and 888 catalyst types from USPTO. Predict which catalyst facilitates the given reaction. (1) Reactant: [NH2:1][C:2]1[N:3]=[C:4]([N:19]2[CH2:24][CH2:23][N:22]([C:25](=[O:35])[CH2:26][O:27][C:28]3[CH:33]=[CH:32][C:31]([Cl:34])=[CH:30][CH:29]=3)[CH2:21][CH2:20]2)[C:5]2[N:10]=[C:9]([CH2:11][C:12]3[CH:17]=[CH:16][C:15]([Cl:18])=[CH:14][CH:13]=3)[S:8][C:6]=2[N:7]=1.[OH-].[Na+].[CH3:38]N(C=O)C. Product: [NH2:1][C:2]1[N:3]=[C:4]([N:19]2[CH2:24][CH2:23][N:22]([C:25](=[O:35])[CH2:26][O:27][C:28]3[CH:29]=[CH:30][C:31]([Cl:34])=[CH:32][CH:33]=3)[CH2:21][CH2:20]2)[C:5]2[N:10]=[C:9]([CH:11]([C:12]3[CH:17]=[CH:16][C:15]([Cl:18])=[CH:14][CH:13]=3)[CH3:38])[S:8][C:6]=2[N:7]=1. The catalyst class is: 4. (2) Product: [Br:12][C:10]1[CH:11]=[C:2]([NH:1][CH:17]2[CH2:18][CH2:19][O:14][CH2:15][CH2:16]2)[C:3]([CH3:13])=[C:4]([CH:9]=1)[C:5]([O:7][CH3:8])=[O:6]. The catalyst class is: 325. Reactant: [NH2:1][C:2]1[C:3]([CH3:13])=[C:4]([CH:9]=[C:10]([Br:12])[CH:11]=1)[C:5]([O:7][CH3:8])=[O:6].[O:14]1[CH2:19][CH2:18][C:17](=O)[CH2:16][CH2:15]1.C(O)(=O)C.C(O[BH-](OC(=O)C)OC(=O)C)(=O)C.[Na+].C([O-])(O)=O.[Na+]. (3) Reactant: [Br:1][C:2]1[CH:3]=[N:4][N:5]([CH3:25])[C:6]=1[C:7]1[CH:12]=[C:11]([N+:13]([O-])=O)[CH:10]=[CH:9][C:8]=1[O:16][CH2:17][C:18]1[CH:23]=[CH:22][C:21]([Cl:24])=[CH:20][CH:19]=1.O.O.Cl[Sn]Cl. Product: [Br:1][C:2]1[CH:3]=[N:4][N:5]([CH3:25])[C:6]=1[C:7]1[CH:12]=[C:11]([NH2:13])[CH:10]=[CH:9][C:8]=1[O:16][CH2:17][C:18]1[CH:23]=[CH:22][C:21]([Cl:24])=[CH:20][CH:19]=1.[NH2:13][C:11]1[CH:12]=[CH:7][CH:8]=[CH:9][CH:10]=1. The catalyst class is: 14.